From a dataset of Forward reaction prediction with 1.9M reactions from USPTO patents (1976-2016). Predict the product of the given reaction. (1) The product is: [NH2:2][CH2:1][C:3]1[CH:17]=[CH:16][C:6]2[C:7]([C:10]3[CH:15]=[CH:14][CH:13]=[CH:12][CH:11]=3)=[CH:8][S:9][C:5]=2[CH:4]=1. Given the reactants [C:1]([C:3]1[CH:17]=[CH:16][C:6]2[C:7]([C:10]3[CH:15]=[CH:14][CH:13]=[CH:12][CH:11]=3)=[CH:8][S:9][C:5]=2[CH:4]=1)#[N:2].[H-].[Al+3].[Li+].[H-].[H-].[H-].O.[OH-].[Na+], predict the reaction product. (2) Given the reactants [CH3:1][CH2:2][CH2:3][CH:4]([OH:8])[CH2:5][CH2:6][CH3:7].C(N(CC)CC)C.[CH3:16][S:17](Cl)(=[O:19])=[O:18], predict the reaction product. The product is: [CH3:16][S:17]([O:8][CH:4]([CH2:5][CH2:6][CH3:7])[CH2:3][CH2:2][CH3:1])(=[O:19])=[O:18]. (3) Given the reactants [Br:1][C:2]1[C:3]([NH2:12])=[C:4]([CH2:9][CH2:10][CH3:11])[C:5]([CH3:8])=[N:6][CH:7]=1.C(N(CC)CC)C.[C:20](Cl)(=[O:22])[CH3:21].C(=O)(O)[O-].[Na+], predict the reaction product. The product is: [Br:1][C:2]1[C:3]([NH:12][C:20](=[O:22])[CH3:21])=[C:4]([CH2:9][CH2:10][CH3:11])[C:5]([CH3:8])=[N:6][CH:7]=1. (4) Given the reactants Br[CH2:2][C:3]([NH:5][C:6]1[CH:11]=[CH:10][CH:9]=[C:8]([F:12])[C:7]=1[F:13])=[O:4].[C:14]([O:18][C:19]([CH3:22])([CH3:21])[CH3:20])(=[O:17])[NH:15][NH2:16], predict the reaction product. The product is: [F:13][C:7]1[C:8]([F:12])=[CH:9][CH:10]=[CH:11][C:6]=1[NH:5][C:3](=[O:4])[CH2:2][NH:16][NH:15][C:14]([O:18][C:19]([CH3:22])([CH3:21])[CH3:20])=[O:17]. (5) Given the reactants [CH3:1][O:2][C:3](=[O:48])[CH2:4][CH2:5][CH2:6][C:7]1[CH:12]=[CH:11][CH:10]=[C:9]([CH:13]2[CH:17](O)[CH2:16][CH:15]([O:19][Si:20]([C:23]([CH3:26])([CH3:25])[CH3:24])([CH3:22])[CH3:21])[CH:14]2[CH:27]=[CH:28][CH:29]([O:36][Si:37]([C:40]([CH3:43])([CH3:42])[CH3:41])([CH3:39])[CH3:38])[CH:30]([CH3:35])[CH2:31][C:32]#[C:33][CH3:34])[C:8]=1[O:44][CH2:45][O:46][CH3:47].C1(P(C2C=CC=CC=2)C2C=CC=CC=2)C=CC=CC=1.N1C=CC=CC=1.C(Cl)(Cl)(Cl)[Cl:75], predict the reaction product. The product is: [CH3:1][O:2][C:3](=[O:48])[CH2:4][CH2:5][CH2:6][C:7]1[CH:12]=[CH:11][CH:10]=[C:9]([CH:13]2[CH:17]([Cl:75])[CH2:16][CH:15]([O:19][Si:20]([C:23]([CH3:26])([CH3:25])[CH3:24])([CH3:22])[CH3:21])[CH:14]2[CH:27]=[CH:28][CH:29]([O:36][Si:37]([C:40]([CH3:43])([CH3:42])[CH3:41])([CH3:39])[CH3:38])[CH:30]([CH3:35])[CH2:31][C:32]#[C:33][CH3:34])[C:8]=1[O:44][CH2:45][O:46][CH3:47]. (6) Given the reactants [Cl:1][C:2]1[N:10](CC=C)[C:9]2[C:8](=[O:14])[N:7]([CH2:15][CH2:16][CH2:17][C:18]3[CH:19]=[N:20][NH:21][CH:22]=3)[C:6](=[O:23])[N:5]([CH2:24][CH2:25][CH2:26][CH2:27][CH3:28])[C:4]=2[N:3]=1.C(=O)([O-])[O-].[Na+].[Na+].Cl.Cl[CH2:37][CH2:38][N:39]1[CH2:43][CH2:42][CH2:41][CH2:40]1, predict the reaction product. The product is: [Cl:1][C:2]1[NH:10][C:9]2[C:8](=[O:14])[N:7]([CH2:15][CH2:16][CH2:17][C:18]3[CH:22]=[N:21][N:20]([CH2:37][CH2:38][N:39]4[CH2:43][CH2:42][CH2:41][CH2:40]4)[CH:19]=3)[C:6](=[O:23])[N:5]([CH2:24][CH2:25][CH2:26][CH2:27][CH3:28])[C:4]=2[N:3]=1. (7) The product is: [Cl:24][C:10]1[N:9]=[C:8]([C:5]2[CH:6]=[CH:7][C:2]([F:1])=[CH:3][CH:4]=2)[C:13]([C:14]([O:16][CH3:17])=[O:15])=[C:12]([CH:18]([CH3:20])[CH3:19])[N:11]=1. Given the reactants [F:1][C:2]1[CH:7]=[CH:6][C:5]([C:8]2[C:13]([C:14]([O:16][CH3:17])=[O:15])=[C:12]([CH:18]([CH3:20])[CH3:19])[N:11]=[C:10](O)[N:9]=2)=[CH:4][CH:3]=1.P(Cl)(Cl)([Cl:24])=O.C(=O)([O-])O.[Na+], predict the reaction product.